Task: Regression. Given a peptide amino acid sequence and an MHC pseudo amino acid sequence, predict their binding affinity value. This is MHC class II binding data.. Dataset: Peptide-MHC class II binding affinity with 134,281 pairs from IEDB (1) The binding affinity (normalized) is 0.282. The MHC is HLA-DQA10102-DQB10602 with pseudo-sequence HLA-DQA10102-DQB10602. The peptide sequence is AQGKAFYEAVAKAHQ. (2) The peptide sequence is TISSYFVGKMYFNLIDTK. The MHC is H-2-IEd with pseudo-sequence H-2-IEd. The binding affinity (normalized) is 0.286. (3) The peptide sequence is GELQIVDKADAAFKI. The MHC is DRB5_0101 with pseudo-sequence DRB5_0101. The binding affinity (normalized) is 0.767. (4) The peptide sequence is ISYGGGWRLSAQWQK. The MHC is DRB1_1501 with pseudo-sequence DRB1_1501. The binding affinity (normalized) is 0.635. (5) The peptide sequence is KQNVLISVSNWTNQC. The MHC is DRB1_0101 with pseudo-sequence DRB1_0101. The binding affinity (normalized) is 0.794. (6) The binding affinity (normalized) is 0.907. The peptide sequence is LLQGILQIDDTAADV. The MHC is DRB4_0101 with pseudo-sequence DRB4_0103.